From a dataset of Experimentally validated miRNA-target interactions with 360,000+ pairs, plus equal number of negative samples. Binary Classification. Given a miRNA mature sequence and a target amino acid sequence, predict their likelihood of interaction. (1) The miRNA is mmu-miR-30c-5p with sequence UGUAAACAUCCUACACUCUCAGC. The protein sequence of the target gene is MAQKPKVDPHVGRLGYLQALVTEFQETQSQDAKEQVLANLANFAYDPSNYEYLRQLQVLDLFLDSLSEENETLVEFAIGGLCNLCPDRANKEHILHAGGVPLIINCLSSPNEETVLSAITTLMHLSPPGRSFLPELTATPVVQCMLRFSLSASARLRNLAQIFLEDFCSPRQVAEARSRQAHSALGIPLPRSVAPRQR. Result: 0 (no interaction). (2) The miRNA is hsa-miR-1306-5p with sequence CCACCUCCCCUGCAAACGUCCA. The protein sequence of the target gene is MLYRLLSIVQRQRTSPGWQTWSSARSSTSTAEAHSIALPAQAQVVICGGGIMGTSVAYHLSKMGWQDIVLLEQGRLAAGSTRFCAGILSTARHSSVEQKMANYSNKLYHQLEQETGIQTGYLRTGSISLAQTQDRLISLKRINSRLNVVGIPSEIISPKKVAELHPLLNVHDLVGAMYVPEDAVVSSADVALALASAASQNGVQIYDRTSVLHVLIKKGQVTGVETDKGQIECQYFVNCAGQWAYELGLSNEEPLSIPLHACEHFYLLTRPWDTPLQSNTPTIVDADGRIYIRNWQGGIL.... Result: 0 (no interaction). (3) The miRNA is hsa-miR-642a-3p with sequence AGACACAUUUGGAGAGGGAACC. The protein sequence of the target gene is MGLLWYLMSLSFYGILQSHASERCDDWGLDTMRQIQVFEDEPARIKCPLFEHFLKYNYSTAHSSGLTLIWYWTRQDRDLEEPINFRLPENRISKEKDVLWFRPTLLNDTGNYTCMLRNTTYCSKVAFPLEVVQKDSCFNSAMRFPVHKMYIEHGIHKITCPNVDGYFPSSVKPSVTWYKGCTEIVDFHNVLPEGMNLSFFIPLVSNNGNYTCVVTYPENGRLFHLTRTVTVKVVGSPKDALPPQIYSPNDRVVYEKEPGEELVIPCKVYFSFIMDSHNEVWWTIDGKKPDDVTVDITINE.... Result: 0 (no interaction). (4) The miRNA is hsa-miR-3135a with sequence UGCCUAGGCUGAGACUGCAGUG. The protein sequence of the target gene is MMISRPPPALGGDQFSILILLVLLTSTAPISAATIRVSPDCGKPQQLNRIVGGEDSMDAQWPWIVSILKNGSHHCAGSLLTNRWVVTAAHCFKSNMDKPSLFSVLLGAWKLGSPGPRSQKVGIAWVLPHPRYSWKEGTHADIALVRLEHSIQFSERILPICLPDSSVRLPPKTDCWIAGWGSIQDGVPLPHPQTLQKLKVPIIDSELCKSLYWRGAGQEAITEGMLCAGYLEGERDACLGDSGGPLMCQVDDHWLLTGIISWGEGCAERNRPGVYTSLLAHRSWVQRIVQGVQLRGYLAD.... Result: 0 (no interaction). (5) The miRNA is cel-miR-272 with sequence UGUAGGCAUGGGUGUUUG. The protein sequence of the target gene is MTTTTTFKGVDPNSRNSSRVLRPPGGGSNFSLGFDEPAEQPVRKNKMASNIFGTPEENPPSWAKSAGSKSSGGREDSESPGTQRSNSSEASSGDFLDLKGEGDMHENVDTDFQANLAQMEEKPVPAAPVPSPVAPAPVPSRRNPPGGKSSLVLG. Result: 0 (no interaction). (6) The miRNA is hsa-miR-7153-3p with sequence CACCAUGGACGGUUUACC. Result: 0 (no interaction). The protein sequence of the target gene is MLLLLGLCLGLPLFSESQEEARSWDDTSEQVVLRVPRQLRLLQRLKTKPLMAEFSVKSTIISRYAFTTVSCRMLNRASEDQEAEFQMQIPESAFITNFTMLIGDSVYRGEITQKDKKSSESVKDKRNRTSDDNEENGSDMFKASLVIPSKDKAAFFLSYEELLQRRLGKYEHSISVRPQQLVGRLTVEVDILERSGITSLEVLPLHNSRKKGSGKAEGDVGPPPSTLINQNETFAKVIFKPTVVQQAKIAQNGILGDFIVRYDVEREQNIGDIQVLNGYFVHYFAPKNLPPLPKNVVFVL.... (7) The miRNA is mmu-miR-129-2-3p with sequence AAGCCCUUACCCCAAAAAGCAU. The protein sequence of the target gene is MESTPFNRRQWTSLSLRVTAKELSLVNKNKSSAIVEIFSKYQKAAEEANMERKKNNPESLPQHFRRGTLSVLKKKWENPVAGAEFHTDSLPNSSSEGGHTADYPPAEVTDKPAPGVRADREEHTQPKPRFGSRPEAVIQSRYPRSENSHDFKAQATESQKMENCLGDSRHEAEKPETSENTETSGKIEKYNVPLNRLKMMFEKGEHNQTKSLWTQSRNAGGRRLSENNCSLDDWEIGAGHLSSSAFNSEKNESKRNLELPRLSETSIKDRMAKYQAAVSKQSSPASYTNELKTSESKTHK.... Result: 1 (interaction).